From a dataset of Reaction yield outcomes from USPTO patents with 853,638 reactions. Predict the reaction yield, written as a fraction of the theoretical maximum amount of product (1.0 means a 100% yield; for example, 0.34 means a 34% yield). (1) The reactants are [Na].[Br:2][C:3]1[CH:8]=[CH:7][C:6]([S:9]([CH:12]2[CH2:14][CH2:13]2)(=[O:11])=[O:10])=[CH:5][C:4]=1F.[OH2:16].C(Cl)Cl.[CH3:20]O. No catalyst specified. The product is [Br:2][C:3]1[CH:8]=[CH:7][C:6]([S:9]([CH:12]2[CH2:14][CH2:13]2)(=[O:11])=[O:10])=[CH:5][C:4]=1[O:16][CH3:20]. The yield is 0.730. (2) The reactants are [Si:1]([O:8][CH2:9][CH2:10][O:11][C:12]1[CH:13]=[CH:14][C:15]([CH:28]=O)=[N:16][C:17]=1[C:18]1[CH:23]=[CH:22][C:21]([S:24]([CH3:27])(=[O:26])=[O:25])=[CH:20][CH:19]=1)([C:4]([CH3:7])([CH3:6])[CH3:5])([CH3:3])[CH3:2].[NH2:30][C:31]1[CH:39]=[C:38]([O:40][CH3:41])[CH:37]=[C:36]([O:42][CH3:43])[C:32]=1[C:33]([NH2:35])=[O:34].OS([O-])=O.[Na+].O.C1(C)C=CC(S(O)(=O)=O)=CC=1. The catalyst is CN(C)C(=O)C. The product is [Si:1]([O:8][CH2:9][CH2:10][O:11][C:12]1[CH:13]=[CH:14][C:15]([C:28]2[NH:35][C:33](=[O:34])[C:32]3[C:31](=[CH:39][C:38]([O:40][CH3:41])=[CH:37][C:36]=3[O:42][CH3:43])[N:30]=2)=[N:16][C:17]=1[C:18]1[CH:19]=[CH:20][C:21]([S:24]([CH3:27])(=[O:25])=[O:26])=[CH:22][CH:23]=1)([C:4]([CH3:7])([CH3:6])[CH3:5])([CH3:3])[CH3:2]. The yield is 0.820. (3) The reactants are [CH3:1][S:2](Cl)(=[O:4])=[O:3].[S:6]1[C:10]2[CH:11]=[C:12]([NH2:15])[CH:13]=[CH:14][C:9]=2[N:8]=[CH:7]1. The catalyst is N1C=CC=CC=1. The product is [S:6]1[C:10]2[CH:11]=[C:12]([NH:15][S:2]([CH3:1])(=[O:4])=[O:3])[CH:13]=[CH:14][C:9]=2[N:8]=[CH:7]1. The yield is 0.910. (4) The catalyst is [Pd].CO. The yield is 0.925. The product is [CH3:1][N:2]1[CH2:7][CH2:6][CH:5]([C:8]2[CH:9]=[CH:10][C:11]([NH2:14])=[N:12][CH:13]=2)[CH2:4][CH2:3]1. The reactants are [CH3:1][N:2]1[CH2:7][CH:6]=[C:5]([C:8]2[CH:9]=[CH:10][C:11]([N+:14]([O-])=O)=[N:12][CH:13]=2)[CH2:4][CH2:3]1.